This data is from hERG Central: cardiac toxicity at 1µM, 10µM, and general inhibition. The task is: Predict hERG channel inhibition at various concentrations. Results: hERG_inhib (hERG inhibition (general)): blocker. The molecule is CCN(CC)c1cc(C)c2cc(NC(=O)c3cccs3)ccc2n1.